From a dataset of Full USPTO retrosynthesis dataset with 1.9M reactions from patents (1976-2016). Predict the reactants needed to synthesize the given product. The reactants are: [CH2:1]([O:3][C:4]([CH:6]1[C:15]2[C:10](=[CH:11][C:12]([O:18][CH3:19])=[C:13]([O:16][CH3:17])[CH:14]=2)[C:9]([CH2:20][C:21]2[CH:26]=[C:25]([CH3:27])[CH:24]=[C:23]([O:28][CH3:29])[CH:22]=2)=[N:8][CH2:7]1)=[O:5])[CH3:2]. Given the product [CH2:1]([O:3][C:4]([C:6]1[C:15]2[C:10](=[CH:11][C:12]([O:18][CH3:19])=[C:13]([O:16][CH3:17])[CH:14]=2)[C:9]([CH2:20][C:21]2[CH:26]=[C:25]([CH3:27])[CH:24]=[C:23]([O:28][CH3:29])[CH:22]=2)=[N:8][CH:7]=1)=[O:5])[CH3:2], predict the reactants needed to synthesize it.